Dataset: Forward reaction prediction with 1.9M reactions from USPTO patents (1976-2016). Task: Predict the product of the given reaction. (1) Given the reactants [C:1]([C:3]1[CH:10]=[CH:9][CH:8]=[CH:7][C:4]=1[CH:5]=O)#[CH:2].[C:11]1([C@H:21]([NH2:23])[CH3:22])[C:20]2[C:15](=[CH:16][CH:17]=[CH:18][CH:19]=2)[CH:14]=[CH:13][CH:12]=1, predict the reaction product. The product is: [C:1]([C:3]1[CH:10]=[CH:9][CH:8]=[CH:7][C:4]=1[CH2:5][NH:23][C@@H:21]([C:11]1[C:20]2[C:15](=[CH:16][CH:17]=[CH:18][CH:19]=2)[CH:14]=[CH:13][CH:12]=1)[CH3:22])#[CH:2]. (2) Given the reactants C(OC([N:8]1[CH2:12][C@H:11]([CH2:13][N:14]([C:21]2[CH:26]=[CH:25][C:24]([Cl:27])=[C:23]([O:28][CH3:29])[CH:22]=2)[C:15]2[CH:20]=[CH:19][CH:18]=[CH:17][CH:16]=2)[C@@H:10]([CH2:30][C:31]2[CH:36]=[CH:35][CH:34]=[CH:33][CH:32]=2)[CH2:9]1)=O)(C)(C)C, predict the reaction product. The product is: [CH2:30]([C@H:10]1[CH2:9][NH:8][CH2:12][C@@H:11]1[CH2:13][N:14]([C:21]1[CH:26]=[CH:25][C:24]([Cl:27])=[C:23]([O:28][CH3:29])[CH:22]=1)[C:15]1[CH:20]=[CH:19][CH:18]=[CH:17][CH:16]=1)[C:31]1[CH:36]=[CH:35][CH:34]=[CH:33][CH:32]=1. (3) Given the reactants C([O:4][CH2:5][CH2:6][N:7]1[CH:16]=[CH:15][C:14]2[C:9](=[CH:10][CH:11]=[C:12]([Cl:32])[C:13]=2[NH:17][C:18](=[O:31])[CH2:19][C:20]2[CH:25]=[CH:24][C:23]([F:26])=[C:22]([C:27]([F:30])([F:29])[F:28])[CH:21]=2)[C:8]1=[O:33])(=O)C.C(=O)([O-])[O-].[K+].[K+], predict the reaction product. The product is: [Cl:32][C:12]1[C:13]([NH:17][C:18](=[O:31])[CH2:19][C:20]2[CH:25]=[CH:24][C:23]([F:26])=[C:22]([C:27]([F:29])([F:30])[F:28])[CH:21]=2)=[C:14]2[C:9](=[CH:10][CH:11]=1)[C:8](=[O:33])[N:7]([CH2:6][CH2:5][OH:4])[CH:16]=[CH:15]2.